From a dataset of Reaction yield outcomes from USPTO patents with 853,638 reactions. Predict the reaction yield, written as a fraction of the theoretical maximum amount of product (1.0 means a 100% yield; for example, 0.34 means a 34% yield). The reactants are [CH2:1]([C:5]1[N:10]2[N:11]=[CH:12][N:13]=[C:9]2[N:8]([CH:14]2[CH2:19][CH2:18][C:17](=[O:20])[CH2:16][CH2:15]2)[C:7](=[O:21])[C:6]=1[CH2:22][C:23]1[CH:28]=[CH:27][C:26]([C:29]2[CH:34]=[CH:33][CH:32]=[CH:31][C:30]=2[C:35]2[NH:39][C:38](=[O:40])[O:37][N:36]=2)=[CH:25][CH:24]=1)[CH2:2][CH2:3][CH3:4].O1CCCC1.[BH4-].[Na+]. The catalyst is CO. The product is [CH2:1]([C:5]1[N:10]2[N:11]=[CH:12][N:13]=[C:9]2[N:8]([CH:14]2[CH2:19][CH2:18][CH:17]([OH:20])[CH2:16][CH2:15]2)[C:7](=[O:21])[C:6]=1[CH2:22][C:23]1[CH:28]=[CH:27][C:26]([C:29]2[CH:34]=[CH:33][CH:32]=[CH:31][C:30]=2[C:35]2[NH:39][C:38](=[O:40])[O:37][N:36]=2)=[CH:25][CH:24]=1)[CH2:2][CH2:3][CH3:4]. The yield is 0.480.